This data is from Full USPTO retrosynthesis dataset with 1.9M reactions from patents (1976-2016). The task is: Predict the reactants needed to synthesize the given product. The reactants are: [Cl:1][C:2]1[CH:29]=[CH:28][C:5]([CH2:6][NH:7][C:8]([C:10]2[C:11](=[O:27])[C:12]3[C:13]4[N:14]([CH:26]=2)[CH2:15][C:16](=[O:25])[N:17]([CH3:24])[C:18]=4[CH:19]=[C:20]([CH2:22]Cl)[CH:21]=3)=[O:9])=[CH:4][CH:3]=1.[S:30]1[C:34]2[CH:35]=[CH:36][CH:37]=[CH:38][C:33]=2[C:32]([CH:39]([OH:43])[CH2:40][NH:41][CH3:42])=[CH:31]1.CN(C=O)C.C(N(C(C)C)CC)(C)C. Given the product [S:30]1[C:34]2[CH:35]=[CH:36][CH:37]=[CH:38][C:33]=2[C:32]([CH:39]([OH:43])[CH2:40][N:41]([CH2:22][C:20]2[CH:21]=[C:12]3[C:11](=[O:27])[C:10]([C:8]([NH:7][CH2:6][C:5]4[CH:4]=[CH:3][C:2]([Cl:1])=[CH:29][CH:28]=4)=[O:9])=[CH:26][N:14]4[CH2:15][C:16](=[O:25])[N:17]([CH3:24])[C:18]([CH:19]=2)=[C:13]34)[CH3:42])=[CH:31]1, predict the reactants needed to synthesize it.